This data is from Catalyst prediction with 721,799 reactions and 888 catalyst types from USPTO. The task is: Predict which catalyst facilitates the given reaction. (1) Reactant: O([CH2:9][CH2:10][N:11]1[C:15](=[O:16])[C:14]2=[CH:17][CH:18]=[CH:19][CH:20]=[C:13]2[C:12]1=[O:21])S(C(F)(F)F)(=O)=O.[Cl:22][C:23]1[CH:24]=[C:25]([CH:57]=[CH:58][CH:59]=1)[NH:26][C:27]1[N:32]=[C:31]([C:33]2[N:34]=[CH:35][N:36](C(C3C=CC=CC=3)(C3C=CC=CC=3)C3C=CC=CC=3)[CH:37]=2)[CH:30]=[CH:29][N:28]=1. Product: [Cl:22][C:23]1[CH:24]=[C:25]([CH:57]=[CH:58][CH:59]=1)[NH:26][C:27]1[N:32]=[C:31]([C:33]2[N:34]([CH2:9][CH2:10][N:11]3[C:15](=[O:16])[C:14]4=[CH:17][CH:18]=[CH:19][CH:20]=[C:13]4[C:12]3=[O:21])[CH:35]=[N:36][CH:37]=2)[CH:30]=[CH:29][N:28]=1. The catalyst class is: 2. (2) Reactant: [Cl:1][C:2]1[C:3]([CH:10]=[O:11])=[N:4][CH:5]=[C:6]([O:8][CH3:9])[N:7]=1.[BH4-].[Na+]. Product: [Cl:1][C:2]1[C:3]([CH2:10][OH:11])=[N:4][CH:5]=[C:6]([O:8][CH3:9])[N:7]=1. The catalyst class is: 5. (3) The catalyst class is: 122. Product: [Cl:1][C:2]1[CH:3]=[CH:4][C:5]([C:8]2[CH:9]=[CH:10][C:11]([C:14]#[C:15][C:24]3[CH:25]=[C:26]4[C:31](=[CH:32][CH:33]=3)[NH:30][C:29](=[O:34])[CH:28]=[C:27]4[CH3:35])=[N:12][CH:13]=2)=[CH:6][CH:7]=1. Reactant: [Cl:1][C:2]1[CH:7]=[CH:6][C:5]([C:8]2[CH:9]=[CH:10][C:11]([C:14]#[CH:15])=[N:12][CH:13]=2)=[CH:4][CH:3]=1.C(N(CC)CC)C.I[C:24]1[CH:25]=[C:26]2[C:31](=[CH:32][CH:33]=1)[NH:30][C:29](=[O:34])[CH:28]=[C:27]2[CH3:35]. (4) Reactant: [CH2:1]([N:8]1[CH2:13][CH2:12][CH:11]([N:14]([CH:24]([CH3:26])[CH3:25])[C:15](=O)[CH2:16][CH2:17][O:18][CH2:19][CH2:20][CH2:21][Br:22])[CH2:10][CH2:9]1)[C:2]1[CH:7]=[CH:6][CH:5]=[CH:4][CH:3]=1.B.C1COCC1.CO.[H][H]. Product: [Br:22][CH2:21][CH2:20][CH2:19][O:18][CH2:17][CH2:16][CH2:15][N:14]([CH:11]1[CH2:12][CH2:13][N:8]([CH2:1][C:2]2[CH:3]=[CH:4][CH:5]=[CH:6][CH:7]=2)[CH2:9][CH2:10]1)[CH:24]([CH3:26])[CH3:25]. The catalyst class is: 1. (5) Reactant: [CH3:1][O:2][C:3]1[CH:8]=[C:7]([CH3:9])[C:6]([S:10]([N:13]([CH2:15][C:16]2[O:17][CH:18]=[C:19]([C:21](O)=[O:22])[N:20]=2)[CH3:14])(=[O:12])=[O:11])=[C:5]([CH3:24])[CH:4]=1.CCN=C=NCCCN(C)C.C1C=CC2N(O)N=NC=2C=1.[N:46]1([CH2:51][CH2:52][CH2:53][N:54]2[CH2:59][CH2:58][NH:57][CH2:56][CH2:55]2)[CH2:50][CH2:49][CH2:48][CH2:47]1. Product: [CH3:1][O:2][C:3]1[CH:4]=[C:5]([CH3:24])[C:6]([S:10]([N:13]([CH3:14])[CH2:15][C:16]2[O:17][CH:18]=[C:19]([C:21]([N:57]3[CH2:56][CH2:55][N:54]([CH2:53][CH2:52][CH2:51][N:46]4[CH2:47][CH2:48][CH2:49][CH2:50]4)[CH2:59][CH2:58]3)=[O:22])[N:20]=2)(=[O:12])=[O:11])=[C:7]([CH3:9])[CH:8]=1. The catalyst class is: 2. (6) Reactant: Br[C:2]1[CH:3]=[C:4]([NH:10][C:11]2[O:12][C:13]([CH3:16])=[CH:14][N:15]=2)[C:5](=[O:9])[N:6]([CH3:8])[CH:7]=1.[C:17]([O:20][CH2:21][C:22]1[C:23]([N:31]2[CH2:42][CH2:41][N:40]3[C:33](=[CH:34][C:35]4[CH2:36][C:37]([CH3:44])([CH3:43])[CH2:38][C:39]=43)[C:32]2=[O:45])=[N:24][CH:25]=[CH:26][C:27]=1B(O)O)(=[O:19])[CH3:18].[O-]P([O-])([O-])=O.[K+].[K+].[K+].C([O-])(=O)C.[Na+]. Product: [C:17]([O:20][CH2:21][C:22]1[C:23]([N:31]2[CH2:42][CH2:41][N:40]3[C:33](=[CH:34][C:35]4[CH2:36][C:37]([CH3:44])([CH3:43])[CH2:38][C:39]=43)[C:32]2=[O:45])=[N:24][CH:25]=[CH:26][C:27]=1[C:2]1[CH:3]=[C:4]([NH:10][C:11]2[O:12][C:13]([CH3:16])=[CH:14][N:15]=2)[C:5](=[O:9])[N:6]([CH3:8])[CH:7]=1)(=[O:19])[CH3:18]. The catalyst class is: 543. (7) Reactant: [Br:1][C:2]1[N:7]=[C:6]([C@@H:8]([NH:19][C:20](=[O:26])[O:21]C(C)(C)C)[C@H:9](O)[C:10]2[CH:15]=[CH:14][CH:13]=[C:12]([O:16][CH3:17])[CH:11]=2)[CH:5]=[CH:4][CH:3]=1.C(N1C=CN=C1)(N1C=CN=C1)=O. Product: [Br:1][C:2]1[N:7]=[C:6]([C@@H:8]2[C@@H:9]([C:10]3[CH:15]=[CH:14][CH:13]=[C:12]([O:16][CH3:17])[CH:11]=3)[O:26][C:20](=[O:21])[NH:19]2)[CH:5]=[CH:4][CH:3]=1. The catalyst class is: 55. (8) Reactant: [Br:1][C:2]1[CH:3]=[CH:4][CH:5]=[C:6]2[C:10]=1[NH:9][C:8](=[O:11])[C:7]2=[O:12].[N+:13]([CH3:16])([O-:15])=[O:14]. Product: [Br:1][C:2]1[CH:3]=[CH:4][CH:5]=[C:6]2[C:10]=1[NH:9][C:8](=[O:11])[C:7]2([OH:12])[CH2:16][N+:13]([O-:15])=[O:14]. The catalyst class is: 6.